Task: Predict the reaction yield, written as a fraction of the theoretical maximum amount of product (1.0 means a 100% yield; for example, 0.34 means a 34% yield).. Dataset: Reaction yield outcomes from USPTO patents with 853,638 reactions (1) The reactants are [C:1]([C:3]1[CH:4]=[N:5][N:6]([CH2:8][CH2:9][CH2:10][O:11][C:12]2[CH:46]=[CH:45][C:15]([CH2:16][CH2:17][C:18]3[CH:23]=[CH:22][C:21]([F:24])=[CH:20][C:19]=3[C:25]3[N:30]=[C:29]([N:31]4[C:35]([C:36]([F:39])([F:38])[F:37])=[C:34]([C:40]([O:42]CC)=[O:41])[CH:33]=[N:32]4)[CH:28]=[CH:27][CH:26]=3)=[C:14]([CH3:47])[CH:13]=2)[CH:7]=1)#[N:2].[OH-].[Na+]. The catalyst is C(O)C.O. The product is [C:1]([C:3]1[CH:4]=[N:5][N:6]([CH2:8][CH2:9][CH2:10][O:11][C:12]2[CH:46]=[CH:45][C:15]([CH2:16][CH2:17][C:18]3[CH:23]=[CH:22][C:21]([F:24])=[CH:20][C:19]=3[C:25]3[N:30]=[C:29]([N:31]4[C:35]([C:36]([F:37])([F:39])[F:38])=[C:34]([C:40]([OH:42])=[O:41])[CH:33]=[N:32]4)[CH:28]=[CH:27][CH:26]=3)=[C:14]([CH3:47])[CH:13]=2)[CH:7]=1)#[N:2]. The yield is 0.725. (2) The yield is 0.724. The product is [ClH:60].[F:1][C:2]1[CH:3]=[C:4]([CH:50]=[CH:51][CH:52]=1)[CH2:5][N:6]1[CH:10]=[C:9]([C:11]2[C:19]3[C:14](=[N:15][CH:16]=[C:17]([C:20]4[CH:39]=[CH:38][CH:37]=[C:22]([CH2:23][CH:24]5[CH2:25][CH2:26][NH:27][CH2:28][CH2:29]5)[CH:21]=4)[CH:18]=3)[N:13]([S:40]([C:43]3[CH:44]=[CH:45][C:46]([CH3:47])=[CH:48][CH:49]=3)(=[O:41])=[O:42])[CH:12]=2)[CH:8]=[N:7]1. The reactants are [F:1][C:2]1[CH:3]=[C:4]([CH:50]=[CH:51][CH:52]=1)[CH2:5][N:6]1[CH:10]=[C:9]([C:11]2[C:19]3[C:14](=[N:15][CH:16]=[C:17]([C:20]4[CH:21]=[C:22]([CH:37]=[CH:38][CH:39]=4)[CH2:23][CH:24]4[CH2:29][CH2:28][N:27](C(OC(C)(C)C)=O)[CH2:26][CH2:25]4)[CH:18]=3)[N:13]([S:40]([C:43]3[CH:49]=[CH:48][C:46]([CH3:47])=[CH:45][CH:44]=3)(=[O:42])=[O:41])[CH:12]=2)[CH:8]=[N:7]1.CO.CCOCC.[ClH:60]. No catalyst specified. (3) The reactants are [O:1]=[C:2]1[C:10]2([C:14]3=[CH:15][C:16]4[O:20][CH2:19][O:18][C:17]=4[CH:21]=[C:13]3[O:12][CH2:11]2)[C:9]2[C:4](=[CH:5][CH:6]=[CH:7][CH:8]=2)[N:3]1[CH2:22][CH2:23][CH:24]1[CH2:29][CH2:28][N:27](C(OC(C)(C)C)=O)[CH2:26][CH2:25]1.[ClH:37].CCOCC. The catalyst is O1CCOCC1. The product is [ClH:37].[NH:27]1[CH2:28][CH2:29][CH:24]([CH2:23][CH2:22][N:3]2[C:4]3[C:9](=[CH:8][CH:7]=[CH:6][CH:5]=3)[C:10]3([C:14]4=[CH:15][C:16]5[O:20][CH2:19][O:18][C:17]=5[CH:21]=[C:13]4[O:12][CH2:11]3)[C:2]2=[O:1])[CH2:25][CH2:26]1. The yield is 0.910. (4) The reactants are [CH3:1][O:2][C:3]1[C:4](C(O)=O)=[CH:5][C:6]2[C:11]([CH:12]=1)=[CH:10][CH:9]=[CH:8][CH:7]=2.CC[N:18]([CH2:21]C)CC.C1C=CC(P(N=[N+]=[N-])(C2C=CC=CC=2)=[O:30])=CC=1.[CH2:40]([OH:47])[C:41]1[CH:46]=[CH:45][CH:44]=[CH:43][CH:42]=1. The catalyst is C1(C)C=CC=CC=1. The product is [C:21]([NH:18][C:5]1[C:6]2[C:11](=[CH:10][CH:9]=[CH:8][CH:7]=2)[CH:12]=[C:3]([O:2][CH3:1])[CH:4]=1)([O:47][CH2:40][C:41]1[CH:46]=[CH:45][CH:44]=[CH:43][CH:42]=1)=[O:30]. The yield is 1.00.